From a dataset of Reaction yield outcomes from USPTO patents with 853,638 reactions. Predict the reaction yield, written as a fraction of the theoretical maximum amount of product (1.0 means a 100% yield; for example, 0.34 means a 34% yield). (1) The reactants are [Cl:1][C:2]1[CH:7]=[C:6]([Cl:8])[CH:5]=[CH:4][C:3]=1[C:9](=[O:11])[CH3:10].[C:12](=O)([O:16]CC)[O:13][CH2:14][CH3:15].[H-].[Na+].C(O)(=O)C. The catalyst is O. The product is [Cl:1][C:2]1[CH:7]=[C:6]([Cl:8])[CH:5]=[CH:4][C:3]=1[C:9](=[O:11])[CH2:10][C:12]([O:13][CH2:14][CH3:15])=[O:16]. The yield is 0.560. (2) The reactants are C(OC([NH:11][C@@H:12]1[CH2:17][CH2:16][N:15]([C:18]([O:20][CH2:21][CH3:22])=[O:19])[CH2:14][C@@H:13]1[O:23][CH2:24][CH3:25])=O)C1C=CC=CC=1.[H][H]. The catalyst is CO.[Pd]. The product is [NH2:11][C@@H:12]1[CH2:17][CH2:16][N:15]([C:18]([O:20][CH2:21][CH3:22])=[O:19])[CH2:14][C@@H:13]1[O:23][CH2:24][CH3:25]. The yield is 0.896. (3) The reactants are [C:1]([O:5][C:6](=[O:18])[NH:7][C@H:8]([C:12](=[O:17])N(OC)C)[CH:9]([CH3:11])[CH3:10])([CH3:4])([CH3:3])[CH3:2].[H-].[Al+3].[Li+].[H-].[H-].[H-].OS([O-])(=O)=O.[Na+].C(OCC)C. The catalyst is O1CCCC1.O. The product is [C:1]([O:5][C:6](=[O:18])[NH:7][C@H:8]([CH:12]=[O:17])[CH:9]([CH3:10])[CH3:11])([CH3:2])([CH3:4])[CH3:3]. The yield is 0.880. (4) The reactants are [CH3:1][C:2]1[O:6][N:5]=[C:4]([C:7]([N:9]2[CH2:14][CH2:13][CH:12]([CH2:15][C:16]([OH:18])=O)[CH2:11][CH2:10]2)=[O:8])[CH:3]=1.F[P-](F)(F)(F)(F)F.C[N+](C)=C(N(C)C)ON1C2N=CC=CC=2N=N1.[F:43][C:44]([F:49])([F:48])[C:45]([OH:47])=[O:46].[F:50][C:51]([F:56])([F:55])[C:52]([OH:54])=[O:53].FC(F)(F)C(O)=O.[CH3:64][C:65]1[CH:66]=[N:67][C:68]2[NH:69][C:70]3[CH:71]=[N:72][CH:73]=[C:74]([CH:87]=3)[CH2:75][CH2:76][C:77]3[CH:85]=[C:81]([NH:82][C:83]=1[N:84]=2)[CH:80]=[CH:79][C:78]=3[NH2:86]. The catalyst is CN(C)C=O.C(N(CC)C(C)C)(C)C. The product is [F:43][C:44]([F:49])([F:48])[C:45]([OH:47])=[O:46].[F:50][C:51]([F:56])([F:55])[C:52]([OH:54])=[O:53].[CH3:1][C:2]1[O:6][N:5]=[C:4]([C:7]([N:9]2[CH2:10][CH2:11][CH:12]([CH2:15][C:16]([NH:86][C:78]3[CH:79]=[CH:80][C:81]4[NH:82][C:83]5[N:84]=[C:68]([NH:69][C:70]6[CH:71]=[N:72][CH:73]=[C:74]([CH:87]=6)[CH2:75][CH2:76][C:77]=3[CH:85]=4)[N:67]=[CH:66][C:65]=5[CH3:64])=[O:18])[CH2:13][CH2:14]2)=[O:8])[CH:3]=1. The yield is 0.190.